This data is from Experimental lipophilicity measurements (octanol/water distribution) for 4,200 compounds from AstraZeneca. The task is: Regression/Classification. Given a drug SMILES string, predict its absorption, distribution, metabolism, or excretion properties. Task type varies by dataset: regression for continuous measurements (e.g., permeability, clearance, half-life) or binary classification for categorical outcomes (e.g., BBB penetration, CYP inhibition). For this dataset (lipophilicity_astrazeneca), we predict Y. (1) The compound is CNC(=O)c1nc(-c2ccc(Cl)c(S(=O)(=O)Nc3cccc(F)c3F)c2)cnc1N. The Y is 2.80 logD. (2) The molecule is CC(C)Cn1c(=O)n(C)c(=O)c2c(C(=O)N3CC[C@@H](O)C3)c(Cc3ccnc4ccccc34)sc21. The Y is 1.65 logD. (3) The compound is CC(=O)N1CCN(c2nc(C#N)nc(NCC(C)C)c2N)CC1. The Y is 2.40 logD. (4) The compound is CCCCc1nc2c(N)nc3ccccc3c2n1Cc1ccccc1. The Y is 4.17 logD.